This data is from Catalyst prediction with 721,799 reactions and 888 catalyst types from USPTO. The task is: Predict which catalyst facilitates the given reaction. (1) Reactant: BrC[CH2:3][C:4]1[CH:9]=[CH:8][C:7]([C:10]2[CH:11]=[C:12]([CH:17]=[C:18]([Cl:20])[N:19]=2)[C:13]([O:15][CH3:16])=[O:14])=[CH:6][CH:5]=1.[CH3:21][NH:22][CH3:23]. Product: [Cl:20][C:18]1[CH:17]=[C:12]([CH:11]=[C:10]([C:7]2[CH:8]=[CH:9][C:4]([CH2:3][N:22]([CH3:23])[CH3:21])=[CH:5][CH:6]=2)[N:19]=1)[C:13]([O:15][CH3:16])=[O:14]. The catalyst class is: 1. (2) Reactant: [C:1]1([CH3:16])[CH:6]=[CH:5][C:4]([C:7]2[CH:15]=[CH:14][CH:13]=[CH:12][C:8]=2[C:9]([OH:11])=[O:10])=[CH:3][CH:2]=1.S(=O)(=O)(O)O.[CH3:22][C:23]([CH3:25])=[CH2:24]. Product: [C:1]1([CH3:16])[CH:2]=[CH:3][C:4]([C:7]2[CH:15]=[CH:14][CH:13]=[CH:12][C:8]=2[C:9]([O:11][C:23]([CH3:25])([CH3:24])[CH3:22])=[O:10])=[CH:5][CH:6]=1. The catalyst class is: 28. (3) Reactant: CC(C)C[O:4][C:5]([C:7]1[C:12](=[O:13])[N:11]([CH2:14][C:15]2[CH:20]=[CH:19][CH:18]=[C:17]([F:21])[C:16]=2[F:22])[N:10]2[CH2:23][CH2:24][CH2:25][C@:9]2([CH3:26])[C:8]=1[OH:27])=O.[F:29][C:30]([F:49])([F:48])[C:31]1[CH:37]=[CH:36][C:34]([NH2:35])=[C:33]([C:38]2[CH:43]=[C:42]([C:44]([F:47])([F:46])[F:45])[N:41]=[CH:40][N:39]=2)[CH:32]=1. Product: [F:22][C:16]1[C:17]([F:21])=[CH:18][CH:19]=[CH:20][C:15]=1[CH2:14][N:11]1[C:12](=[O:13])[C:7]([C:5]([NH:35][C:34]2[CH:36]=[CH:37][C:31]([C:30]([F:29])([F:48])[F:49])=[CH:32][C:33]=2[C:38]2[CH:43]=[C:42]([C:44]([F:47])([F:46])[F:45])[N:41]=[CH:40][N:39]=2)=[O:4])=[C:8]([OH:27])[C@@:9]2([CH3:26])[CH2:25][CH2:24][CH2:23][N:10]12. The catalyst class is: 11. (4) Reactant: [CH2:1]1[O:9][C:8]2[CH:7]=[CH:6][C:5]([CH:10]3[C:22]4[NH:21][C:20]5[C:15](=[CH:16][CH:17]=[CH:18][CH:19]=5)[C:14]=4[CH2:13][CH2:12][N:11]3[C:23]3[N:28]=[CH:27][CH:26]=[CH:25][N:24]=3)=[CH:4][C:3]=2[O:2]1.CC([O-:33])(C)C.[K+]. Product: [N:28]1[CH:27]=[CH:26][CH:25]=[N:24][C:23]=1[N:11]1[CH2:12][C:13]2[C:14](=[O:33])[C:15]3[CH:16]=[CH:17][CH:18]=[CH:19][C:20]=3[NH:21][C:22]=2[CH:10]1[C:5]1[CH:6]=[CH:7][C:8]2[O:9][CH2:1][O:2][C:3]=2[CH:4]=1. The catalyst class is: 3. (5) Reactant: C[O:2][C:3]1[CH:12]=[CH:11][C:6]2[N:7]=[C:8]([CH3:10])[S:9][C:5]=2[CH:4]=1.B(Br)(Br)Br. Product: [CH3:10][C:8]1[S:9][C:5]2[CH:4]=[C:3]([OH:2])[CH:12]=[CH:11][C:6]=2[N:7]=1. The catalyst class is: 4. (6) Reactant: C(=O)([O-])[O-].[K+].[K+].[CH2:7]([C:9]1[CH:10]=[C:11]([CH:14]=[C:15]([CH3:18])[C:16]=1[OH:17])[CH:12]=[O:13])[CH3:8].[CH2:19](Br)[C:20]1[CH:25]=[CH:24][CH:23]=[CH:22][CH:21]=1. Product: [CH2:19]([O:17][C:16]1[C:15]([CH3:18])=[CH:14][C:11]([CH:12]=[O:13])=[CH:10][C:9]=1[CH2:7][CH3:8])[C:20]1[CH:25]=[CH:24][CH:23]=[CH:22][CH:21]=1. The catalyst class is: 21. (7) Reactant: [CH3:1][O:2][C:3](=[O:18])[CH2:4][O:5][CH2:6][CH2:7][O:8][C:9]1[CH:14]=[CH:13][C:12]([N+:15]([O-])=O)=[CH:11][CH:10]=1. Product: [CH3:1][O:2][C:3](=[O:18])[CH2:4][O:5][CH2:6][CH2:7][O:8][C:9]1[CH:10]=[CH:11][C:12]([NH2:15])=[CH:13][CH:14]=1. The catalyst class is: 586.